This data is from Forward reaction prediction with 1.9M reactions from USPTO patents (1976-2016). The task is: Predict the product of the given reaction. (1) Given the reactants C[O:2][C:3](=O)[CH2:4][O:5][C:6]1[CH:11]=[CH:10][C:9]([C:12]([CH2:21][CH3:22])([C:15]2[S:16][CH:17]=[C:18]([CH3:20])[CH:19]=2)[CH2:13][CH3:14])=[CH:8][C:7]=1[CH3:23].[CH2:25]([Mg]Br)[CH3:26].[CH2:29]1COC[CH2:30]1, predict the reaction product. The product is: [CH2:13]([C:12]([C:9]1[CH:10]=[CH:11][C:6]([O:5][CH2:4][C:3]([OH:2])([CH2:25][CH3:26])[CH2:29][CH3:30])=[C:7]([CH3:23])[CH:8]=1)([C:15]1[S:16][CH:17]=[C:18]([CH3:20])[CH:19]=1)[CH2:21][CH3:22])[CH3:14]. (2) Given the reactants [OH-:1].[Na+].[CH:3]1[C:12]2[C:7](=[CH:8][CH:9]=[CH:10][CH:11]=2)[CH:6]=[CH:5][C:4]=1CC#N.Br[CH2:17][CH2:18]Cl.[CH2:20]([OH:23])[CH2:21]O, predict the reaction product. The product is: [CH:11]1[C:12]2[C:7](=[CH:6][CH:5]=[CH:4][CH:3]=2)[CH:8]=[CH:9][C:10]=1[C:21]1([C:20]([OH:23])=[O:1])[CH2:18][CH2:17]1. (3) Given the reactants [Cl:1][C:2]1[CH:3]=[C:4]([C:12]2[N:16]=[C:15]([C:17]3[CH:22]=[CH:21][C:20]([NH:23][C@H:24]4[CH2:28][N:27]([C:29]([O:31][C:32]([CH3:35])([CH3:34])[CH3:33])=[O:30])[C@@H:26]([C:36]([O:38]C)=[O:37])[CH2:25]4)=[CH:19][CH:18]=3)[O:14][N:13]=2)[CH:5]=[CH:6][C:7]=1[O:8][CH:9]([CH3:11])[CH3:10].[OH-].[Li+], predict the reaction product. The product is: [C:32]([O:31][C:29]([N:27]1[CH2:28][C@H:24]([NH:23][C:20]2[CH:19]=[CH:18][C:17]([C:15]3[O:14][N:13]=[C:12]([C:4]4[CH:5]=[CH:6][C:7]([O:8][CH:9]([CH3:10])[CH3:11])=[C:2]([Cl:1])[CH:3]=4)[N:16]=3)=[CH:22][CH:21]=2)[CH2:25][C@@H:26]1[C:36]([OH:38])=[O:37])=[O:30])([CH3:34])([CH3:35])[CH3:33].